The task is: Predict the product of the given reaction.. This data is from Forward reaction prediction with 1.9M reactions from USPTO patents (1976-2016). (1) Given the reactants [C:1]([C:3]1[CH:30]=[CH:29][C:6]([CH2:7][N:8]2[C:13]([CH3:14])=[C:12]([C:15]3[CH:20]=[CH:19][CH:18]=[C:17]([C:21]([F:24])([F:23])[F:22])[CH:16]=3)[C:11](=[O:25])[C:10]([C:26]([OH:28])=O)=[CH:9]2)=[CH:5][CH:4]=1)#[N:2].CN(C(ON1N=NC2C=CC=CC1=2)=[N+](C)C)C.[B-](F)(F)(F)F.CCN(C(C)C)C(C)C.[CH2:62]([CH2:64][NH2:65])[OH:63], predict the reaction product. The product is: [OH:63][CH2:62][CH2:64][NH:65][C:26]([C:10]1[C:11](=[O:25])[C:12]([C:15]2[CH:20]=[CH:19][CH:18]=[C:17]([C:21]([F:24])([F:23])[F:22])[CH:16]=2)=[C:13]([CH3:14])[N:8]([CH2:7][C:6]2[CH:5]=[CH:4][C:3]([C:1]#[N:2])=[CH:30][CH:29]=2)[CH:9]=1)=[O:28]. (2) Given the reactants [CH2:1]1[C:7]2[CH:8]=[CH:9][CH:10]=[CH:11][C:6]=2[CH2:5][CH2:4][NH:3][C:2]1=O.B.C1COCC1, predict the reaction product. The product is: [CH2:5]1[C:6]2[CH:11]=[CH:10][CH:9]=[CH:8][C:7]=2[CH2:1][CH2:2][NH:3][CH2:4]1. (3) Given the reactants CS[C:3](=[C:6]([C:9]#[N:10])[C:7]#[N:8])SC.[OH:11][CH2:12][CH2:13][NH:14][CH2:15][CH2:16][NH2:17].C(OC(C)C)(C)C, predict the reaction product. The product is: [OH:11][CH2:12][CH2:13][N:14]1[CH2:15][CH2:16][NH:17][C:3]1=[C:6]([C:9]#[N:10])[C:7]#[N:8]. (4) Given the reactants [CH2:1]([N:3]1[C:7]([S:8][C:9]2[CH:10]=[C:11]([C:17]#[N:18])[CH:12]=[C:13]([CH:16]=2)[C:14]#[N:15])=[C:6]([CH2:19][CH3:20])[N:5]=[C:4]1[CH2:21]O)[CH3:2].C1(P(C2C=CC=CC=2)C2C=CC=CC=2)C=CC=CC=1.[C:42]1(=[O:52])[NH:46][C:45](=[O:47])[C:44]2=[CH:48][CH:49]=[CH:50][CH:51]=[C:43]12.N(C(OC(C)C)=O)=NC(OC(C)C)=O, predict the reaction product. The product is: [O:47]=[C:45]1[C:44]2[C:43](=[CH:51][CH:50]=[CH:49][CH:48]=2)[C:42](=[O:52])[N:46]1[CH2:21][C:4]1[N:3]([CH2:1][CH3:2])[C:7]([S:8][C:9]2[CH:16]=[C:13]([C:14]#[N:15])[CH:12]=[C:11]([CH:10]=2)[C:17]#[N:18])=[C:6]([CH2:19][CH3:20])[N:5]=1. (5) Given the reactants [F:1][CH:2]([F:16])[N:3]1[C:7]([C:8]([O:10]CC)=[O:9])=[CH:6][C:5]([N+:13]([O-:15])=[O:14])=[N:4]1.[OH-].[Na+].Cl, predict the reaction product. The product is: [F:16][CH:2]([F:1])[N:3]1[C:7]([C:8]([OH:10])=[O:9])=[CH:6][C:5]([N+:13]([O-:15])=[O:14])=[N:4]1. (6) Given the reactants FS(C(C(C([O:13][C:14]([C:17]([O:23][C:24]([C:27]([O:33][C:34]([C:37]([C:40]([F:43])([F:42])[F:41])([F:39])[F:38])([F:36])[F:35])([C:29]([F:32])([F:31])[F:30])[F:28])([F:26])[F:25])([C:19]([F:22])([F:21])[F:20])[F:18])(F)[F:15])=O)(F)F)(F)F)(=O)=O.[F-].[Na+], predict the reaction product. The product is: [C:40]([C:37]([C:34]([O:33][C:27]([C:24]([O:23][C:17]([C:14]([F:15])=[O:13])([C:19]([F:21])([F:22])[F:20])[F:18])([F:25])[F:26])([C:29]([F:32])([F:31])[F:30])[F:28])([F:36])[F:35])([F:39])[F:38])([F:43])([F:42])[F:41]. (7) The product is: [CH3:25][O:24][C:22]1[CH:21]=[C:18]([CH:19]=[C:10]([C:3]2[C:2]([F:1])=[CH:7][C:6]([F:8])=[CH:5][C:4]=2[F:9])[C:11](=[O:13])[CH3:12])[CH:17]=[C:16]([O:15][CH3:14])[CH:23]=1. Given the reactants [F:1][C:2]1[CH:7]=[C:6]([F:8])[CH:5]=[C:4]([F:9])[C:3]=1[CH2:10][C:11](=[O:13])[CH3:12].[CH3:14][O:15][C:16]1[CH:17]=[C:18]([CH:21]=[C:22]([O:24][CH3:25])[CH:23]=1)[CH:19]=O.N1CCCCC1.C(O)(=O)C, predict the reaction product. (8) Given the reactants [F:1][C:2]([F:12])([F:11])[C:3]1[CH:4]=[C:5]([NH2:10])[C:6]([NH2:9])=[CH:7][CH:8]=1.CO[C:15](=N)[C:16]([Cl:19])([Cl:18])[Cl:17], predict the reaction product. The product is: [Cl:17][C:16]([Cl:19])([Cl:18])[C:15]1[NH:10][C:5]2[CH:4]=[C:3]([C:2]([F:11])([F:12])[F:1])[CH:8]=[CH:7][C:6]=2[N:9]=1. (9) Given the reactants [NH2:1][CH:2]1[CH2:5][N:4]([C:6]([C:8]2[CH:9]=[C:10]([CH:23]=[CH:24][C:25]=2[F:26])[CH2:11][C:12]2[C:21]3[C:16](=[CH:17][CH:18]=[CH:19][CH:20]=3)[C:15](=[O:22])[NH:14][N:13]=2)=[O:7])[CH2:3]1.[CH:27](=O)[C:28]1[CH:33]=[CH:32][CH:31]=[N:30][CH:29]=1.C(O[BH-](OC(=O)C)OC(=O)C)(=O)C.[Na+], predict the reaction product. The product is: [F:26][C:25]1[CH:24]=[CH:23][C:10]([CH2:11][C:12]2[C:21]3[C:16](=[CH:17][CH:18]=[CH:19][CH:20]=3)[C:15](=[O:22])[NH:14][N:13]=2)=[CH:9][C:8]=1[C:6]([N:4]1[CH2:3][CH:2]([NH:1][CH2:27][C:28]2[CH:29]=[N:30][CH:31]=[CH:32][CH:33]=2)[CH2:5]1)=[O:7].